From a dataset of NCI-60 drug combinations with 297,098 pairs across 59 cell lines. Regression. Given two drug SMILES strings and cell line genomic features, predict the synergy score measuring deviation from expected non-interaction effect. (1) Drug 1: CCCS(=O)(=O)NC1=C(C(=C(C=C1)F)C(=O)C2=CNC3=C2C=C(C=N3)C4=CC=C(C=C4)Cl)F. Drug 2: CC(CN1CC(=O)NC(=O)C1)N2CC(=O)NC(=O)C2. Cell line: HT29. Synergy scores: CSS=54.3, Synergy_ZIP=-2.61, Synergy_Bliss=-0.501, Synergy_Loewe=1.61, Synergy_HSA=4.40. (2) Drug 1: C1CC(=O)NC(=O)C1N2CC3=C(C2=O)C=CC=C3N. Drug 2: C1=NC2=C(N=C(N=C2N1C3C(C(C(O3)CO)O)F)Cl)N. Cell line: M14. Synergy scores: CSS=3.86, Synergy_ZIP=-2.03, Synergy_Bliss=-5.81, Synergy_Loewe=-36.8, Synergy_HSA=-5.15.